From a dataset of Reaction yield outcomes from USPTO patents with 853,638 reactions. Predict the reaction yield, written as a fraction of the theoretical maximum amount of product (1.0 means a 100% yield; for example, 0.34 means a 34% yield). (1) The reactants are F[C:2]1[CH:9]=[CH:8][C:5]([CH:6]=[O:7])=[C:4]([N+:10]([O-:12])=[O:11])[CH:3]=1.[C:13]([O:17][C:18]([N:20]1[CH2:25][CH2:24][NH:23][CH2:22][CH2:21]1)=[O:19])([CH3:16])([CH3:15])[CH3:14].O. The catalyst is CS(C)=O. The product is [C:13]([O:17][C:18]([N:20]1[CH2:25][CH2:24][N:23]([C:2]2[CH:9]=[CH:8][C:5]([CH:6]=[O:7])=[C:4]([N+:10]([O-:12])=[O:11])[CH:3]=2)[CH2:22][CH2:21]1)=[O:19])([CH3:16])([CH3:14])[CH3:15]. The yield is 1.00. (2) The reactants are [CH3:1][C:2]([NH:20][S:21]([C:24]1[CH:29]=[CH:28][CH:27]=[CH:26][CH:25]=1)(=[O:23])=[O:22])([CH3:19])[C:3]([NH:5][CH:6]1[CH:13]2[CH2:14][C:9]3([C:16]([O-:18])=[O:17])[CH2:10][CH:11]([CH2:15][CH:7]1[CH2:8]3)[CH2:12]2)=[O:4].C1COCC1.CO.O[Li].O. The product is [CH3:19][C:2]([NH:20][S:21]([C:24]1[CH:25]=[CH:26][CH:27]=[CH:28][CH:29]=1)(=[O:23])=[O:22])([CH3:1])[C:3]([NH:5][CH:6]1[CH:13]2[CH2:14][C:9]3([C:16]([OH:18])=[O:17])[CH2:10][CH:11]([CH2:15][CH:7]1[CH2:8]3)[CH2:12]2)=[O:4]. The catalyst is O. The yield is 0.850. (3) The reactants are [Cl:1][C:2]1[CH:21]=[CH:20][C:5]([CH2:6][S:7][C:8]2[O:9][C:10]3[CH:16]=[CH:15][C:14]([N+:17]([O-])=O)=[CH:13][C:11]=3[N:12]=2)=[CH:4][CH:3]=1.[Cl-].[NH4+].C(OCC)(=O)C. The catalyst is C(O)C.O.[Fe]. The product is [Cl:1][C:2]1[CH:21]=[CH:20][C:5]([CH2:6][S:7][C:8]2[O:9][C:10]3[CH:16]=[CH:15][C:14]([NH2:17])=[CH:13][C:11]=3[N:12]=2)=[CH:4][CH:3]=1. The yield is 0.940. (4) The reactants are [NH2:1][C@H:2]1[CH2:7][CH2:6][N:5]([C:8]2[CH:9]=[C:10]([CH:15]=[C:16]([F:18])[CH:17]=2)[C:11]([O:13][CH3:14])=[O:12])[CH2:4][C@H:3]1[O:19][CH3:20].[Cl:21][C:22]1[N:23]=[C:24]([C:29](O)=[O:30])[NH:25][C:26]=1[CH2:27][CH3:28].CCN=C=NCCCN(C)C.Cl.C1C=CC2N(O)N=NC=2C=1. No catalyst specified. The product is [Cl:21][C:22]1[N:23]=[C:24]([C:29]([NH:1][C@H:2]2[CH2:7][CH2:6][N:5]([C:8]3[CH:9]=[C:10]([CH:15]=[C:16]([F:18])[CH:17]=3)[C:11]([O:13][CH3:14])=[O:12])[CH2:4][C@H:3]2[O:19][CH3:20])=[O:30])[NH:25][C:26]=1[CH2:27][CH3:28]. The yield is 0.780.